Dataset: Full USPTO retrosynthesis dataset with 1.9M reactions from patents (1976-2016). Task: Predict the reactants needed to synthesize the given product. (1) Given the product [CH3:14][C:12]1[N:13]=[C:8]([C:4]2[CH:3]=[C:2]([C:29]3[CH:30]=[CH:31][C:26]([NH2:25])=[N:27][CH:28]=3)[CH:7]=[CH:6][CH:5]=2)[CH:9]=[C:10]([C:15]2[CH:16]=[N:17][C:18]([C:21]([F:24])([F:23])[F:22])=[CH:19][CH:20]=2)[CH:11]=1, predict the reactants needed to synthesize it. The reactants are: Br[C:2]1[CH:3]=[C:4]([C:8]2[N:13]=[C:12]([CH3:14])[CH:11]=[C:10]([C:15]3[CH:16]=[N:17][C:18]([C:21]([F:24])([F:23])[F:22])=[CH:19][CH:20]=3)[CH:9]=2)[CH:5]=[CH:6][CH:7]=1.[NH2:25][C:26]1[CH:31]=[CH:30][C:29](B2OC(C)(C)C(C)(C)O2)=[CH:28][N:27]=1. (2) Given the product [OH:20][C:17]([C:13]1[CH:12]=[C:11]([C:3]2[CH:4]=[C:5]3[C:10](=[N:1][CH:2]=2)[N:9]([C:21]([NH2:29])=[O:28])[CH2:8][CH2:7][CH2:6]3)[CH:16]=[N:15][CH:14]=1)([CH3:18])[CH3:19], predict the reactants needed to synthesize it. The reactants are: [N:1]1[C:10]2[NH:9][CH2:8][CH2:7][CH2:6][C:5]=2[CH:4]=[C:3]([C:11]2[CH:12]=[C:13]([C:17]([OH:20])([CH3:19])[CH3:18])[CH:14]=[N:15][CH:16]=2)[CH:2]=1.[C:21]([N:29]=C=O)(=[O:28])C1C=CC=CC=1.C([O-])([O-])=O.[K+].[K+].